This data is from Full USPTO retrosynthesis dataset with 1.9M reactions from patents (1976-2016). The task is: Predict the reactants needed to synthesize the given product. (1) The reactants are: [NH2:1][C:2]1[CH:3]=[C:4]([C:9]([N:11]2[CH2:16][CH2:15][CH:14]([C:17]3[CH:22]=[CH:21][C:20]([C:23]4[CH:24]=[N:25][N:26]([CH3:28])[CH:27]=4)=[CH:19][CH:18]=3)[CH2:13][CH2:12]2)=[O:10])[CH:5]=[CH:6][C:7]=1[CH3:8].C(N(CC)CC)C.[CH:36]1([C:39](Cl)=[O:40])[CH2:38][CH2:37]1. Given the product [CH3:8][C:7]1[CH:6]=[CH:5][C:4]([C:9]([N:11]2[CH2:16][CH2:15][CH:14]([C:17]3[CH:22]=[CH:21][C:20]([C:23]4[CH:24]=[N:25][N:26]([CH3:28])[CH:27]=4)=[CH:19][CH:18]=3)[CH2:13][CH2:12]2)=[O:10])=[CH:3][C:2]=1[NH:1][C:39]([CH:36]1[CH2:38][CH2:37]1)=[O:40], predict the reactants needed to synthesize it. (2) Given the product [CH3:18][N:19]1[C:27]([C:13]2[N:8]3[N:9]=[C:10]([CH3:12])[CH:11]=[C:6]([CH:3]([CH2:4][CH3:5])[CH2:1][CH3:2])[C:7]3=[N:15][C:14]=2[CH3:16])=[C:26]2[C:21]([CH:22]=[CH:23][CH:24]=[CH:25]2)=[N:20]1, predict the reactants needed to synthesize it. The reactants are: [CH2:1]([CH:3]([C:6]1[C:7]2[N:8]([C:13](I)=[C:14]([CH3:16])[N:15]=2)[N:9]=[C:10]([CH3:12])[CH:11]=1)[CH2:4][CH3:5])[CH3:2].[CH3:18][N:19]1[CH:27]=[C:26]2[C:21]([CH:22]=[CH:23][CH:24]=[CH:25]2)=[N:20]1.C(=O)([O-])[O-].[Cs+].[Cs+].